From a dataset of Reaction yield outcomes from USPTO patents with 853,638 reactions. Predict the reaction yield, written as a fraction of the theoretical maximum amount of product (1.0 means a 100% yield; for example, 0.34 means a 34% yield). (1) The reactants are [CH:1]([N:14]1[CH2:17][CH:16]([C:18]([OH:20])=O)[CH2:15]1)([C:8]1[CH:13]=[CH:12][CH:11]=[CH:10][CH:9]=1)[C:2]1[CH:7]=[CH:6][CH:5]=[CH:4][CH:3]=1.S(Cl)([Cl:23])=O. No catalyst specified. The product is [ClH:23].[CH:1]([N:14]1[CH2:17][CH:16]([C:18]([Cl:23])=[O:20])[CH2:15]1)([C:8]1[CH:13]=[CH:12][CH:11]=[CH:10][CH:9]=1)[C:2]1[CH:7]=[CH:6][CH:5]=[CH:4][CH:3]=1. The yield is 1.00. (2) The reactants are Cl[C:2]1[N:7]=[C:6]([C:8]2[CH:9]=[N:10][C:11]([NH2:14])=[N:12][CH:13]=2)[CH:5]=[CH:4][N:3]=1.[F:15][C:16]1[CH:22]=[CH:21][C:19]([NH2:20])=[CH:18][CH:17]=1.CS(C)=O.[Cl-]. The catalyst is C1COCC1. The product is [F:15][C:16]1[CH:22]=[CH:21][C:19]([NH:20][C:2]2[N:7]=[C:6]([C:8]3[CH:9]=[N:10][C:11]([NH2:14])=[N:12][CH:13]=3)[CH:5]=[CH:4][N:3]=2)=[CH:18][CH:17]=1. The yield is 0.130. (3) The reactants are [H-].[Al+3].[Li+].[H-].[H-].[H-].C([O:9][C:10](=O)[CH2:11][CH2:12][C-:13]1[CH:17]=[CH:16][CH:15]=[C:14]1[S:18][C:19]([CH3:22])([CH3:21])[CH3:20])C.[CH-:24]1[CH:28]=[CH:27][CH:26]=[CH:25]1.[Fe+2:29]. The catalyst is CCOCC. The product is [C:19]([S:18][C:14]1[C-:13]([CH2:12][CH2:11][CH2:10][OH:9])[CH:17]=[CH:16][CH:15]=1)([CH3:22])([CH3:21])[CH3:20].[CH-:24]1[CH:28]=[CH:27][CH:26]=[CH:25]1.[Fe+2:29]. The yield is 0.660. (4) The reactants are [C:1]([O:4][CH2:5][CH:6]([O:9][CH2:10][C@@H:11]([NH:14][C:15]([O:17][C:18]([CH3:21])([CH3:20])[CH3:19])=[O:16])[CH:12]=[CH2:13])C=C)(=[O:3])[CH3:2]. The catalyst is C(=[Ru](Cl)(Cl)([C-]1N(C2C(C)=CC(C)=CC=2C)CCN1C1C(C)=CC(C)=CC=1C)P(C1CCCCC1)(C1CCCCC1)C1CCCCC1)C1C=CC=CC=1. The product is [C:1]([O:4][CH2:5][CH:6]1[CH:13]=[CH:12][C@H:11]([NH:14][C:15]([O:17][C:18]([CH3:19])([CH3:20])[CH3:21])=[O:16])[CH2:10][O:9]1)(=[O:3])[CH3:2]. The yield is 0.850.